From a dataset of TCR-epitope binding with 47,182 pairs between 192 epitopes and 23,139 TCRs. Binary Classification. Given a T-cell receptor sequence (or CDR3 region) and an epitope sequence, predict whether binding occurs between them. (1) The epitope is TLDSKTQSL. The TCR CDR3 sequence is CASSQDPWDRANTGELFF. Result: 1 (the TCR binds to the epitope). (2) The epitope is HTTDPSFLGRY. The TCR CDR3 sequence is CASSEYRDRPLETQYF. Result: 0 (the TCR does not bind to the epitope).